This data is from Forward reaction prediction with 1.9M reactions from USPTO patents (1976-2016). The task is: Predict the product of the given reaction. (1) Given the reactants [N:1]1[CH:6]=[CH:5][CH:4]=[CH:3][C:2]=1[NH:7][CH2:8][CH2:9][CH2:10][O:11][C:12]1[CH:13]=[C:14]2[C:18](=[CH:19][CH:20]=1)[NH:17][C:16]([CH2:21][CH:22]([CH2:27][CH2:28][CH2:29][CH2:30][CH2:31][CH3:32])[C:23]([O:25]C)=[O:24])=[CH:15]2.[OH-].[Na+], predict the reaction product. The product is: [N:1]1[CH:6]=[CH:5][CH:4]=[CH:3][C:2]=1[NH:7][CH2:8][CH2:9][CH2:10][O:11][C:12]1[CH:13]=[C:14]2[C:18](=[CH:19][CH:20]=1)[NH:17][C:16]([CH2:21][CH:22]([CH2:27][CH2:28][CH2:29][CH2:30][CH2:31][CH3:32])[C:23]([OH:25])=[O:24])=[CH:15]2. (2) Given the reactants C[O:2][C:3](=[O:36])[CH:4]([N:6]([C:16](=[O:35])[CH:17]([CH2:28][CH:29]1[CH2:34][CH2:33][CH2:32][CH2:31][CH2:30]1)[C:18](=[O:27])[CH2:19][CH2:20][CH:21]1[CH2:26][CH2:25][CH2:24][CH2:23][CH2:22]1)[CH2:7][C:8]1[CH:13]=[CH:12][C:11]([O:14][CH3:15])=[CH:10][CH:9]=1)[CH3:5].[Li+].[OH-], predict the reaction product. The product is: [CH:21]1([CH2:20][CH2:19][C:18](=[O:27])[CH:17]([CH2:28][CH:29]2[CH2:30][CH2:31][CH2:32][CH2:33][CH2:34]2)[C:16]([N:6]([CH2:7][C:8]2[CH:13]=[CH:12][C:11]([O:14][CH3:15])=[CH:10][CH:9]=2)[CH:4]([CH3:5])[C:3]([OH:36])=[O:2])=[O:35])[CH2:22][CH2:23][CH2:24][CH2:25][CH2:26]1.